From a dataset of Forward reaction prediction with 1.9M reactions from USPTO patents (1976-2016). Predict the product of the given reaction. (1) Given the reactants [N+:1]([C:4]1[C:13]2[CH2:12][O:11][C:10](=[O:14])[NH:9][C:8]=2[CH:7]=[CH:6][CH:5]=1)([O-])=O, predict the reaction product. The product is: [NH2:1][C:4]1[C:13]2[CH2:12][O:11][C:10](=[O:14])[NH:9][C:8]=2[CH:7]=[CH:6][CH:5]=1. (2) Given the reactants [Cl:1][C:2]1[N:7]=[CH:6][C:5](C(O)=O)=[CH:4][N:3]=1.[C:11](Cl)(=[O:15])C(Cl)=O.[F:17][C:18]1[CH:24]=[CH:23][C:21]([NH2:22])=[CH:20][CH:19]=1, predict the reaction product. The product is: [F:17][C:18]1[CH:24]=[CH:23][C:21]([NH:22][C:11]([C:2]2([Cl:1])[N:3]=[CH:4][CH:5]=[CH:6][NH:7]2)=[O:15])=[CH:20][CH:19]=1. (3) Given the reactants Cl[C:2]1[N:7]=[C:6]([O:8][CH3:9])[CH:5]=[CH:4][N:3]=1.[CH3:10][N:11]1[C:19]2[C:14](=[CH:15][C:16](B(O)O)=[CH:17][CH:18]=2)[CH:13]=[N:12]1.C([O-])([O-])=O.[K+].[K+], predict the reaction product. The product is: [CH3:9][O:8][C:6]1[CH:5]=[CH:4][N:3]=[C:2]([C:16]2[CH:15]=[C:14]3[C:19](=[CH:18][CH:17]=2)[N:11]([CH3:10])[N:12]=[CH:13]3)[N:7]=1. (4) Given the reactants [O:1]=[C:2]1[C:10]2[C:5](=[CH:6][CH:7]=[CH:8][CH:9]=2)[C:4](=[O:11])[N:3]1[CH:12]1[CH2:17][CH2:16][CH:15]([S:18](Cl)(=[O:20])=[O:19])[CH2:14][CH2:13]1.[NH3:22].C1COCC1, predict the reaction product. The product is: [O:1]=[C:2]1[C:10]2[C:5](=[CH:6][CH:7]=[CH:8][CH:9]=2)[C:4](=[O:11])[N:3]1[CH:12]1[CH2:17][CH2:16][CH:15]([S:18]([NH2:22])(=[O:20])=[O:19])[CH2:14][CH2:13]1. (5) Given the reactants [Cl:1][C:2]1[CH:7]=[CH:6][CH:5]=[CH:4][C:3]=1[CH:8]([N:12]1[CH2:17][CH2:16][C:15]2[S:18][CH:19]=[CH:20][C:14]=2[CH2:13]1)[C:9](N)=[O:10].C1(C)C=CC=CC=1.OS(O)(=O)=O.[C:33](=O)([O-])[O-:34].[Na+].[Na+], predict the reaction product. The product is: [Cl:1][C:2]1[CH:7]=[CH:6][CH:5]=[CH:4][C:3]=1[C@H:8]([N:12]1[CH2:17][CH2:16][C:15]2[S:18][CH:19]=[CH:20][C:14]=2[CH2:13]1)[C:9]([O:34][CH3:33])=[O:10]. (6) Given the reactants [OH:1][CH2:2][CH:3]1[C:15]2[CH:14]=[C:13]([NH:16]C(OC(C)(C)C)=O)[CH:12]=[CH:11][C:10]=2[C:9]2[C:4]1=[CH:5][CH:6]=[CH:7][CH:8]=2.Cl, predict the reaction product. The product is: [OH:1][CH2:2][CH:3]1[C:15]2[CH:14]=[C:13]([NH2:16])[CH:12]=[CH:11][C:10]=2[C:9]2[C:4]1=[CH:5][CH:6]=[CH:7][CH:8]=2.